Dataset: Forward reaction prediction with 1.9M reactions from USPTO patents (1976-2016). Task: Predict the product of the given reaction. Given the reactants [O:1]([C:8]1[CH:17]=[C:16]([C:18]([O:20]C)=[O:19])[CH:15]=[CH:14][C:9]=1[C:10]([O:12][CH3:13])=[O:11])[C:2]1[CH:7]=[CH:6][CH:5]=[CH:4][CH:3]=1.[OH-].[Na+], predict the reaction product. The product is: [C:10]([C:9]1[CH:14]=[CH:15][C:16]([C:18]([OH:20])=[O:19])=[CH:17][C:8]=1[O:1][C:2]1[CH:7]=[CH:6][CH:5]=[CH:4][CH:3]=1)([O:12][CH3:13])=[O:11].